From a dataset of Reaction yield outcomes from USPTO patents with 853,638 reactions. Predict the reaction yield, written as a fraction of the theoretical maximum amount of product (1.0 means a 100% yield; for example, 0.34 means a 34% yield). (1) The reactants are [Br-:1].[Br-].[Br-].C([N+](CCCC)(CCCC)CCCC)CCC.C([N+](CCCC)(CCCC)CCCC)CCC.C([N+](CCCC)(CCCC)CCCC)CCC.[C:55]([C:58]1[CH:59]=[C:60]([C:69]([CH3:72])([CH3:71])[CH3:70])[C:61]2[O:66][CH2:65][C:64](=[O:67])[NH:63][C:62]=2[CH:68]=1)(=[O:57])[CH3:56].C(Cl)Cl.CO. The catalyst is C(Cl)(Cl)Cl. The product is [Br:1][CH2:56][C:55]([C:58]1[CH:59]=[C:60]([C:69]([CH3:72])([CH3:71])[CH3:70])[C:61]2[O:66][CH2:65][C:64](=[O:67])[NH:63][C:62]=2[CH:68]=1)=[O:57]. The yield is 0.910. (2) The reactants are [CH:1]([N:4]1[C:9]2[N:10]=[C:11]([S:15][CH3:16])[N:12]=[C:13]([CH3:14])[C:8]=2[CH:7]=[CH:6][C:5]1=[O:17])([CH3:3])[CH3:2].C1C=C(Cl)C=C(C(OO)=[O:26])C=1.[OH2:29]. The catalyst is C(Cl)Cl.C([O-])([O-])=O.[K+].[K+]. The product is [CH:1]([N:4]1[C:9]2[N:10]=[C:11]([S:15]([CH3:16])(=[O:26])=[O:29])[N:12]=[C:13]([CH3:14])[C:8]=2[CH:7]=[CH:6][C:5]1=[O:17])([CH3:3])[CH3:2]. The yield is 0.990. (3) The reactants are [Br:1][CH2:2][C:3]1[CH:10]=[CH:9][C:6]([C:7]#N)=[CH:5][C:4]=1[Cl:11].[H-].C([Al+]CC(C)C)C(C)C.Cl.[OH2:23]. The catalyst is C1(C)C=CC=CC=1. The product is [Br:1][CH2:2][C:3]1[CH:10]=[CH:9][C:6]([CH:7]=[O:23])=[CH:5][C:4]=1[Cl:11]. The yield is 0.800. (4) The reactants are C(OC[C:6]1[CH:11]=[C:10]([C:12]#[N:13])[CH:9]=[CH:8][C:7]=1[B:14]1[O:18]C(C)(C)[C:16](C)(C)[O:15]1)(=O)C.[OH-].[Na+].Cl. The catalyst is CO. The product is [OH:18][B:14]1[C:7]2[CH:6]=[CH:11][C:10]([C:12]#[N:13])=[CH:9][C:8]=2[CH2:16][O:15]1. The yield is 0.462. (5) The reactants are [CH3:1][C:2]([C:5]1[CH:9]=[C:8]([N:10]2[CH2:14][C@@:13]3([CH2:19][CH2:18][CH2:17][C@@:16]([CH2:21][N:22]4[C:26]5[CH:27]=[C:28]([C:31]#[N:32])[CH:29]=[CH:30][C:25]=5[N:24]=[CH:23]4)([CH3:20])[CH2:15]3)[O:12][C:11]2=[O:33])[O:7][N:6]=1)([CH3:4])[CH3:3].C1C(=O)N([Cl:41])C(=O)C1. The catalyst is C(Cl)(Cl)Cl. The product is [Cl:41][C:9]1[C:5]([C:2]([CH3:1])([CH3:3])[CH3:4])=[N:6][O:7][C:8]=1[N:10]1[CH2:14][C@@:13]2([CH2:19][CH2:18][CH2:17][C@@:16]([CH2:21][N:22]3[C:26]4[CH:27]=[C:28]([C:31]#[N:32])[CH:29]=[CH:30][C:25]=4[N:24]=[CH:23]3)([CH3:20])[CH2:15]2)[O:12][C:11]1=[O:33]. The yield is 0.540. (6) The reactants are [CH:1]([C:3]1[CH:4]=[CH:5][C:6]([CH3:35])=[C:7]([NH:9][C:10](=[O:34])[C:11]2[CH:16]=[CH:15][C:14]([NH:17][C:18]3[N:27]=[C:26]([C:28]4[CH:33]=[CH:32][CH:31]=[CH:30][CH:29]=4)[C:25]4[C:20](=[CH:21][CH:22]=[CH:23][CH:24]=4)[N:19]=3)=[CH:13][CH:12]=2)[CH:8]=1)=O.[CH:36]1([NH2:39])[CH2:38][CH2:37]1.C(O[BH-](OC(=O)C)OC(=O)C)(=O)C.[Na+]. The catalyst is O1CCCC1.C(O)(=O)C.ClCCl. The product is [CH:36]1([NH:39][CH2:1][C:3]2[CH:4]=[CH:5][C:6]([CH3:35])=[C:7]([NH:9][C:10](=[O:34])[C:11]3[CH:16]=[CH:15][C:14]([NH:17][C:18]4[N:27]=[C:26]([C:28]5[CH:29]=[CH:30][CH:31]=[CH:32][CH:33]=5)[C:25]5[C:20](=[CH:21][CH:22]=[CH:23][CH:24]=5)[N:19]=4)=[CH:13][CH:12]=3)[CH:8]=2)[CH2:38][CH2:37]1. The yield is 0.520.